This data is from M1 muscarinic receptor agonist screen with 61,833 compounds. The task is: Binary Classification. Given a drug SMILES string, predict its activity (active/inactive) in a high-throughput screening assay against a specified biological target. (1) The molecule is O(CCOc1cc(OC)ccc1)c1c(OC)cccc1OC. The result is 0 (inactive). (2) The drug is S(CC(Oc1ccccc1)=O)c1oc(nn1)c1ccncc1. The result is 0 (inactive). (3) The molecule is S(c1nc2CCCCCCc2cc1C#N)CC#N. The result is 0 (inactive). (4) The compound is S(=O)(=O)(N1CCc2c1cccc2)c1cc(c(OC)cc1)C(OCc1oc(nn1)c1ccccc1)=O. The result is 0 (inactive). (5) The molecule is Clc1c(C(N2CCN(CC2)c2c(OC)cccc2)c2n(nnn2)C(C)(C)C)cccc1. The result is 0 (inactive). (6) The drug is O=C(Nc1n(nc(c1)C)c1[nH]c2c(n1)cccc2)CC1CCCC1. The result is 0 (inactive). (7) The drug is O1C=2CC(CC(=O)C2C(c2c1ncn(c2=N)Cc1occc1)c1ccc(OC)cc1)(C)C. The result is 0 (inactive). (8) The drug is S(=O)(=O)(N(c1cc2OCOc2cc1)CC(=O)Nc1ccc(CC)cc1)c1c(onc1C)C. The result is 0 (inactive). (9) The drug is S(=O)(=O)(NCc1cccnc1)c1ccc(OCC(OC)=O)cc1. The result is 0 (inactive).